This data is from Full USPTO retrosynthesis dataset with 1.9M reactions from patents (1976-2016). The task is: Predict the reactants needed to synthesize the given product. (1) The reactants are: [Cl:1][C:2]1[C:3](=[O:10])[N:4]([CH3:9])[N:5]=[CH:6][C:7]=1Cl.Cl.[CH:12]1([N:16]2[CH2:22][CH2:21][C:20]3[CH:23]=[C:24]([OH:27])[CH:25]=[CH:26][C:19]=3[CH2:18][CH2:17]2)[CH2:15][CH2:14][CH2:13]1.C(=O)([O-])[O-].[K+].[K+]. Given the product [Cl:1][C:2]1[C:3](=[O:10])[N:4]([CH3:9])[N:5]=[CH:6][C:7]=1[O:27][C:24]1[CH:25]=[CH:26][C:19]2[CH2:18][CH2:17][N:16]([CH:12]3[CH2:13][CH2:14][CH2:15]3)[CH2:22][CH2:21][C:20]=2[CH:23]=1, predict the reactants needed to synthesize it. (2) Given the product [CH2:21]([C:20]([C:17]1[CH:18]=[CH:19][C:14]([C:11]2[O:10][C:9](/[CH:8]=[CH:7]/[C:6]([OH:48])=[O:5])=[CH:13][CH:12]=2)=[C:15]([CH3:47])[CH:16]=1)([C:25]1[CH:30]=[CH:29][C:28]([CH2:31][CH2:32][CH:33]([OH:38])[C:34]([CH3:36])([CH3:37])[CH3:35])=[C:27]([CH3:46])[CH:26]=1)[CH2:23][CH3:24])[CH3:22], predict the reactants needed to synthesize it. The reactants are: [OH-].[K+].C([O:5][C:6](=[O:48])/[CH:7]=[CH:8]/[C:9]1[O:10][C:11]([C:14]2[CH:19]=[CH:18][C:17]([C:20]([C:25]3[CH:30]=[CH:29][C:28]([CH2:31][CH2:32][CH:33]([O:38][Si](C(C)(C)C)(C)C)[C:34]([CH3:37])([CH3:36])[CH3:35])=[C:27]([CH3:46])[CH:26]=3)([CH2:23][CH3:24])[CH2:21][CH3:22])=[CH:16][C:15]=2[CH3:47])=[CH:12][CH:13]=1)C.[F-].C([N+](CCCC)(CCCC)CCCC)CCC.S(=O)(=O)(O)[O-].[K+].